This data is from Reaction yield outcomes from USPTO patents with 853,638 reactions. The task is: Predict the reaction yield, written as a fraction of the theoretical maximum amount of product (1.0 means a 100% yield; for example, 0.34 means a 34% yield). The catalyst is C([O-])(=O)C.[Pd+2].C([O-])(=O)C.C(OCC)(=O)C.O.CO.O1CCOCC1. The reactants are BrC1C=CC=CC=1[O:8]C.C(=O)([O-])[O-].[Cs+].[Cs+].[CH:16]1([P:22]([CH:39]2[CH2:44][CH2:43][CH2:42][CH2:41][CH2:40]2)[C:23]2[CH:28]=[CH:27][CH:26]=[CH:25][C:24]=2[C:29]2[C:34]([O:35][CH3:36])=[CH:33][CH:32]=[CH:31][C:30]=2[O:37][CH3:38])[CH2:21][CH2:20][CH2:19][CH2:18][CH2:17]1.O.NN. The yield is 0.190. The product is [CH:39]1([P:22]([CH:16]2[CH2:21][CH2:20][CH2:19][CH2:18][CH2:17]2)([C:23]2[CH:28]=[CH:27][CH:26]=[CH:25][C:24]=2[C:29]2[C:34]([O:35][CH3:36])=[CH:33][CH:32]=[CH:31][C:30]=2[O:37][CH3:38])=[O:8])[CH2:40][CH2:41][CH2:42][CH2:43][CH2:44]1.